From a dataset of M1 muscarinic receptor agonist screen with 61,833 compounds. Binary Classification. Given a drug SMILES string, predict its activity (active/inactive) in a high-throughput screening assay against a specified biological target. The molecule is S(CCOc1ccccc1)c1nc(N(C)C)nc(OCC)n1. The result is 0 (inactive).